From a dataset of Catalyst prediction with 721,799 reactions and 888 catalyst types from USPTO. Predict which catalyst facilitates the given reaction. (1) Reactant: Br[C:2]1[C:3]([S:17]([CH3:20])(=[O:19])=[O:18])=[N:4][C:5]([NH:8][C:9]2[CH:14]=[CH:13][C:12]([F:15])=[C:11]([Cl:16])[CH:10]=2)=[N:6][CH:7]=1.[N:21]1[CH:26]=[C:25](B(O)O)[CH:24]=[N:23][CH:22]=1.C(=O)([O-])[O-].[Na+].[Na+]. Product: [Cl:16][C:11]1[CH:10]=[C:9]([NH:8][C:5]2[N:4]=[C:3]([S:17]([CH3:20])(=[O:19])=[O:18])[C:2]([C:25]3[CH:26]=[N:21][CH:22]=[N:23][CH:24]=3)=[CH:7][N:6]=2)[CH:14]=[CH:13][C:12]=1[F:15]. The catalyst class is: 744. (2) Reactant: [NH2:1][C:2]1[CH:10]=[CH:9][CH:8]=[CH:7][C:3]=1[C:4]([OH:6])=[O:5].[C:11](Cl)(=O)[C:12]1[CH:17]=[CH:16][CH:15]=[CH:14][CH:13]=1.N1C=CC=CC=1. Product: [C:12]1([C:11]2[O:5][C:4](=[O:6])[C:3]3[CH:7]=[CH:8][CH:9]=[CH:10][C:2]=3[N:1]=2)[CH:17]=[CH:16][CH:15]=[CH:14][CH:13]=1. The catalyst class is: 1. (3) Reactant: [C:1]([O:5][C:6]([NH:8][CH2:9][C@H:10]([NH:14][C:15]([O:17]CC1C=CC=CC=1)=O)[C:11]([OH:13])=[O:12])=[O:7])([CH3:4])([CH3:3])[CH3:2].[CH3:25]O. Product: [C:1]([O:5][C:6]([NH:8][CH2:9][C@H:10]([NH:14][C:15](=[O:17])[CH3:25])[C:11]([OH:13])=[O:12])=[O:7])([CH3:4])([CH3:3])[CH3:2]. The catalyst class is: 45. (4) Reactant: [CH3:1][O:2][C:3]1[N:8]=[CH:7][C:6]([CH:9]=O)=[CH:5][CH:4]=1.[CH3:11][C:12]1([CH3:20])[O:17][C:16](=[O:18])[CH2:15][C:14](=[O:19])[O:13]1. Product: [CH3:1][O:2][C:3]1[N:8]=[CH:7][C:6]([CH:9]=[C:15]2[C:16](=[O:18])[O:17][C:12]([CH3:20])([CH3:11])[O:13][C:14]2=[O:19])=[CH:5][CH:4]=1. The catalyst class is: 6. (5) Reactant: [NH2:1][C:2]1[CH:3]=[CH:4][C:5]([C:8]([F:11])([F:10])[F:9])=[N:6][CH:7]=1.[Br:12][C:13]1[CH:14]=[CH:15][C:16](F)=[N:17][CH:18]=1.Cl. Product: [Br:12][C:13]1[CH:14]=[CH:15][C:16]([NH:1][C:2]2[CH:7]=[N:6][C:5]([C:8]([F:11])([F:9])[F:10])=[CH:4][CH:3]=2)=[N:17][CH:18]=1. The catalyst class is: 51. (6) Reactant: [CH2:1]([O:8][C@@H:9]1[C@@H:21]([O:22][CH2:23][C:24]2[CH:29]=[CH:28][C:27]([O:30][CH3:31])=[CH:26][CH:25]=2)[C:20](=[O:32])[C@@H:19]([CH2:33][O:34][Si:35]([C:38]([CH3:41])([CH3:40])[CH3:39])([CH3:37])[CH3:36])[O:18][C@H:10]1[O:11][CH2:12][CH2:13][Si:14]([CH3:17])([CH3:16])[CH3:15])[C:2]1[CH:7]=[CH:6][CH:5]=[CH:4][CH:3]=1.[CH3:42][Li]. Product: [CH2:1]([O:8][C@@H:9]1[C@@H:21]([O:22][CH2:23][C:24]2[CH:29]=[CH:28][C:27]([O:30][CH3:31])=[CH:26][CH:25]=2)[C@:20]([CH3:42])([OH:32])[C@@H:19]([CH2:33][O:34][Si:35]([C:38]([CH3:41])([CH3:40])[CH3:39])([CH3:37])[CH3:36])[O:18][C@H:10]1[O:11][CH2:12][CH2:13][Si:14]([CH3:16])([CH3:15])[CH3:17])[C:2]1[CH:3]=[CH:4][CH:5]=[CH:6][CH:7]=1. The catalyst class is: 27. (7) Reactant: [C:1]([CH2:3][C:4]1([CH2:10][N:11]([C@@H:18]2[CH2:20][C@H:19]2[C:21]2[CH:26]=[CH:25][CH:24]=[CH:23][CH:22]=2)[C:12](=[O:17])[C:13]([F:16])([F:15])[F:14])[CH2:9][CH2:8][NH:7][CH2:6][CH2:5]1)#[N:2].C(N(CC)CC)C.[F:34][C:35]1[CH:36]=[C:37]([CH:41]=[CH:42][CH:43]=1)[C:38](Cl)=[O:39]. Product: [C:1](#[N:2])[CH3:3].[OH2:17].[C:12]([OH:17])([C:13]([F:16])([F:15])[F:14])=[O:39].[F:34][C:35]1[CH:36]=[C:37]([CH:41]=[CH:42][CH:43]=1)[C:38]([N:7]1[CH2:8][CH2:9][C:4]([CH2:3][C:1]#[N:2])([CH2:10][NH:11][C@@H:18]2[CH2:20][C@H:19]2[C:21]2[CH:22]=[CH:23][CH:24]=[CH:25][CH:26]=2)[CH2:5][CH2:6]1)=[O:39].[C:12]([OH:17])([C:13]([F:16])([F:15])[F:14])=[O:39]. The catalyst class is: 2. (8) Reactant: [CH:1]1([C:7]2[C:8]3[CH:29]=[CH:28][C:27]([C:30]([O:32]C)=[O:31])=[CH:26][C:9]=3[N:10]3[C:16]=2[C:15]2[CH:17]=[CH:18][CH:19]=[CH:20][C:14]=2[O:13][CH:12]([C:21](=[O:25])[N:22]([CH3:24])[CH3:23])[CH2:11]3)[CH2:6][CH2:5][CH2:4][CH2:3][CH2:2]1.[OH-].[Na+].Cl. Product: [CH:1]1([C:7]2[C:8]3[CH:29]=[CH:28][C:27]([C:30]([OH:32])=[O:31])=[CH:26][C:9]=3[N:10]3[C:16]=2[C:15]2[CH:17]=[CH:18][CH:19]=[CH:20][C:14]=2[O:13][CH:12]([C:21](=[O:25])[N:22]([CH3:23])[CH3:24])[CH2:11]3)[CH2:6][CH2:5][CH2:4][CH2:3][CH2:2]1. The catalyst class is: 83.